Predict which catalyst facilitates the given reaction. From a dataset of Catalyst prediction with 721,799 reactions and 888 catalyst types from USPTO. (1) Product: [Cl:1][C:2]1[CH:7]=[CH:6][C:5]([OH:8])=[C:4]([NH:9][C:10](=[O:14])[CH:11]([CH3:13])[CH3:12])[CH:3]=1. The catalyst class is: 6. Reactant: [Cl:1][C:2]1[CH:7]=[CH:6][C:5]([OH:8])=[C:4]([NH2:9])[CH:3]=1.[C:10](O[C:10](=[O:14])[CH:11]([CH3:13])[CH3:12])(=[O:14])[CH:11]([CH3:13])[CH3:12]. (2) Reactant: [NH2:1][CH2:2][C@H:3]1[C@@H:8]([CH3:9])[CH2:7][CH2:6][CH2:5][N:4]1[C:10]([C:12]1[N:13]=[C:14]([CH3:24])[S:15][C:16]=1[C:17]1[CH:22]=[CH:21][C:20]([F:23])=[CH:19][CH:18]=1)=[O:11].F[C:26]1[CH:31]=[CH:30][C:29]([Cl:32])=[CH:28][N:27]=1.C([O-])([O-])=O.[K+].[K+]. Product: [Cl:32][C:29]1[CH:30]=[CH:31][C:26]([NH:1][CH2:2][C@H:3]2[C@@H:8]([CH3:9])[CH2:7][CH2:6][CH2:5][N:4]2[C:10]([C:12]2[N:13]=[C:14]([CH3:24])[S:15][C:16]=2[C:17]2[CH:18]=[CH:19][C:20]([F:23])=[CH:21][CH:22]=2)=[O:11])=[N:27][CH:28]=1. The catalyst class is: 44. (3) Reactant: [CH3:1][C:2]1[CH:39]=[C:38]([CH3:40])[CH:37]=[CH:36][C:3]=1[O:4][CH2:5][C@H:6]([OH:35])[CH2:7][NH:8][C:9]1[CH:14]=[CH:13][NH:12][C:11](=[O:15])[C:10]=1[C:16]1[NH:27][C:26]2[C:18](=[CH:19][C:20]3[CH2:21][N:22]([CH:29]4[CH2:34][CH2:33][NH:32][CH2:31][CH2:30]4)[C:23](=[O:28])[C:24]=3[CH:25]=2)[N:17]=1.[CH:41](=O)[CH2:42][CH3:43].CC#N.[BH-](OC(C)=O)(OC(C)=O)OC(C)=O.[Na+]. Product: [CH3:1][C:2]1[CH:39]=[C:38]([CH3:40])[CH:37]=[CH:36][C:3]=1[O:4][CH2:5][CH:6]([OH:35])[CH2:7][NH:8][C:9]1[CH:14]=[CH:13][NH:12][C:11](=[O:15])[C:10]=1[C:16]1[NH:27][C:26]2[C:18](=[CH:19][C:20]3[CH2:21][N:22]([CH:29]4[CH2:30][CH2:31][N:32]([CH2:41][CH2:42][CH3:43])[CH2:33][CH2:34]4)[C:23](=[O:28])[C:24]=3[CH:25]=2)[N:17]=1. The catalyst class is: 313. (4) Reactant: [CH3:1][C:2]1([CH2:12][OH:13])[O:11][CH2:10][C:5]2([O:9][CH2:8][CH2:7][O:6]2)[CH2:4][O:3]1.[H-].[Na+].Cl[C:17]1[CH:22]=[CH:21][N+:20]([O-:23])=[C:19]([CH3:24])[C:18]=1[CH3:25]. Product: [CH3:24][C:19]1[C:18]([CH3:25])=[C:17]([O:13][CH2:12][C:2]2([CH3:1])[O:3][CH2:4][C:5]3([O:6][CH2:7][CH2:8][O:9]3)[CH2:10][O:11]2)[CH:22]=[CH:21][N+:20]=1[O-:23]. The catalyst class is: 16. (5) Reactant: N1C=CN=C1.C1(P(C2C=CC=CC=2)C2C=CC=CC=2)C=CC=CC=1.[I:25]I.[C:27]([O:31][C:32](=[O:65])[N:33]([C:41]1[C:42]([CH3:64])([CH3:63])[S:43](=[O:62])(=[O:61])[CH2:44][C@:45]([C:48]2[CH:53]=[C:52]([N+:54]([O-:56])=[O:55])[CH:51]=[CH:50][C:49]=2[CH2:57][CH2:58][CH2:59]O)([CH3:47])[N:46]=1)[C:34]([O:36]C(C)(C)C)=[O:35])([CH3:30])([CH3:29])[CH3:28]. Product: [C:27]([O:31][C:32](=[O:65])[NH:33][C:41]1[C:42]([CH3:64])([CH3:63])[S:43](=[O:62])(=[O:61])[CH2:44][C@:45]([C:48]2[CH:53]=[C:52]([N+:54]([O-:56])=[O:55])[CH:51]=[CH:50][C:49]=2[CH2:57][CH2:58][CH2:59][I:25])([CH3:47])[N:46]=1)([CH3:30])([CH3:29])[CH3:28].[C:27]([O:31][C:32]([NH:33][C:34](=[O:35])[O-:36])=[O:65])([CH3:30])([CH3:28])[CH3:29]. The catalyst class is: 2.